Dataset: Reaction yield outcomes from USPTO patents with 853,638 reactions. Task: Predict the reaction yield, written as a fraction of the theoretical maximum amount of product (1.0 means a 100% yield; for example, 0.34 means a 34% yield). The reactants are [NH2:1][C:2]1[N:7]=[CH:6][N:5]=[C:4]2[N:8]([CH2:25][C@@H:26]3[CH2:30][CH2:29][CH2:28][N:27]3[C:31](=[O:35])[CH2:32][C:33]#[N:34])[N:9]=[C:10]([C:11]3[CH:16]=[CH:15][C:14]([O:17][C:18]4[CH:23]=[CH:22][CH:21]=[CH:20][CH:19]=4)=[CH:13][C:12]=3[F:24])[C:3]=12.[CH2:36]([N:38]([C:46]([CH3:50])([CH3:49])[CH:47]=O)[C:39](=[O:45])[O:40][C:41]([CH3:44])([CH3:43])[CH3:42])[CH3:37].N1CCCCC1. The catalyst is O1CCOCC1.CC(O)=O. The product is [NH2:1][C:2]1[N:7]=[CH:6][N:5]=[C:4]2[N:8]([CH2:25][C@@H:26]3[CH2:30][CH2:29][CH2:28][N:27]3[C:31](=[O:35])[C:32]([C:33]#[N:34])=[CH:50][C:46]([N:38]([CH2:36][CH3:37])[C:39](=[O:45])[O:40][C:41]([CH3:44])([CH3:43])[CH3:42])([CH3:47])[CH3:49])[N:9]=[C:10]([C:11]3[CH:16]=[CH:15][C:14]([O:17][C:18]4[CH:19]=[CH:20][CH:21]=[CH:22][CH:23]=4)=[CH:13][C:12]=3[F:24])[C:3]=12. The yield is 0.190.